From a dataset of Reaction yield outcomes from USPTO patents with 853,638 reactions. Predict the reaction yield, written as a fraction of the theoretical maximum amount of product (1.0 means a 100% yield; for example, 0.34 means a 34% yield). The reactants are C(N(CC)CC)C.Br[C:9]1[CH:14]=[CH:13][CH:12]=[C:11]([O:15][C:16]([F:19])([F:18])[F:17])[CH:10]=1.[CH3:20][Si:21]([C:24]#[CH:25])([CH3:23])[CH3:22]. The catalyst is C(OCC)(=O)C.[Cu]I.C1(C=CC=CC=1)[P](C1C=CC=CC=1)(C1C=CC=CC=1)[Pd][P](C1C=CC=CC=1)(C1C=CC=CC=1)C1C=CC=CC=1. The product is [CH3:20][Si:21]([CH3:23])([CH3:22])[C:24]#[C:25][C:9]1[CH:14]=[CH:13][CH:12]=[C:11]([O:15][C:16]([F:19])([F:18])[F:17])[CH:10]=1. The yield is 1.00.